This data is from Full USPTO retrosynthesis dataset with 1.9M reactions from patents (1976-2016). The task is: Predict the reactants needed to synthesize the given product. (1) Given the product [CH:1]([N:4]1[C:8](=[O:9])[C:7]([CH3:16])([C:10]2[CH:15]=[CH:14][CH:13]=[CH:12][CH:11]=2)[N:6]([CH2:17][C:18]([OH:20])=[O:19])[C:5]1=[O:22])([CH3:3])[CH3:2], predict the reactants needed to synthesize it. The reactants are: [CH:1]([N:4]1[C:8](=[O:9])[C:7]([CH3:16])([C:10]2[CH:15]=[CH:14][CH:13]=[CH:12][CH:11]=2)[N:6]([CH2:17][C:18]([O:20]C)=[O:19])[C:5]1=[O:22])([CH3:3])[CH3:2].[OH-].[Na+]. (2) Given the product [OH:19][CH2:18][CH2:17][N:3]1[CH2:4][CH2:5][C:6]2=[N:10][N:9]([C:11]3[CH:12]=[N:13][CH:14]=[CH:15][CH:16]=3)[CH:8]=[C:7]2[C:2]1=[O:1], predict the reactants needed to synthesize it. The reactants are: [O:1]=[C:2]1[C:7]2=[CH:8][N:9]([C:11]3[CH:12]=[N:13][CH:14]=[CH:15][CH:16]=3)[N:10]=[C:6]2[CH2:5][CH2:4][N:3]1[CH2:17][C:18](OCC)=[O:19].[BH4-].[Na+].Cl. (3) The reactants are: [C:1]1(/[CH:7]=[CH:8]/[CH:9]=[C:10]2[CH2:15][CH2:14][N:13](C(OC(C)(C)C)=O)[CH2:12][CH2:11]2)[CH:6]=[CH:5][CH:4]=[CH:3][CH:2]=1.FC(F)(F)C(O)=O.O.[OH-].[Na+]. Given the product [C:1]1(/[CH:7]=[CH:8]/[CH:9]=[C:10]2[CH2:11][CH2:12][NH:13][CH2:14][CH2:15]2)[CH:6]=[CH:5][CH:4]=[CH:3][CH:2]=1, predict the reactants needed to synthesize it. (4) Given the product [CH3:1][C:2]1[CH:3]=[CH:4][C:5]([O:8][C:9]2[CH:10]=[C:11]([CH:21]=[CH:22][CH:23]=2)[CH:12]=[C:36]2[CH2:37][CH2:38][N:33]([C:31]([O:30][C:26]([CH3:29])([CH3:28])[CH3:27])=[O:32])[CH2:34][CH2:35]2)=[N:6][CH:7]=1, predict the reactants needed to synthesize it. The reactants are: [CH3:1][C:2]1[CH:3]=[CH:4][C:5]([O:8][C:9]2[CH:10]=[C:11]([CH:21]=[CH:22][CH:23]=2)[CH2:12]P(=O)(OCC)OCC)=[N:6][CH:7]=1.[H-].[Na+].[C:26]([O:30][C:31]([N:33]1[CH2:38][CH2:37][C:36](=O)[CH2:35][CH2:34]1)=[O:32])([CH3:29])([CH3:28])[CH3:27].O.